Predict which catalyst facilitates the given reaction. From a dataset of Catalyst prediction with 721,799 reactions and 888 catalyst types from USPTO. Reactant: S(Cl)(Cl)=O.[O:5]1[CH2:10][CH2:9][CH:8]([C:11]([OH:13])=O)[CH2:7][CH2:6]1.[CH3:14][Si](C=[N+]=[N-])(C)C.[BrH:21]. Product: [Br:21][CH2:14][C:11]([CH:8]1[CH2:7][CH2:6][O:5][CH2:10][CH2:9]1)=[O:13]. The catalyst class is: 15.